This data is from Catalyst prediction with 721,799 reactions and 888 catalyst types from USPTO. The task is: Predict which catalyst facilitates the given reaction. Reactant: [Cl:1][C:2]1[CH:3]=[C:4]2[C:9](=[CH:10][CH:11]=1)[N:8]([C@H:12]([CH3:16])[C:13]([OH:15])=O)[CH2:7][CH2:6][CH2:5]2.CN(C(ON1N=NC2C=CC=NC1=2)=[N+](C)C)C.F[P-](F)(F)(F)(F)F.[C:41]1([N:47]2[CH2:52][CH2:51][NH:50][CH2:49][CH2:48]2)[CH:46]=[CH:45][CH:44]=[CH:43][CH:42]=1.C(=O)(O)[O-].[Na+]. Product: [Cl:1][C:2]1[CH:3]=[C:4]2[C:9](=[CH:10][CH:11]=1)[N:8]([C@H:12]([CH3:16])[C:13]([N:50]1[CH2:51][CH2:52][N:47]([C:41]3[CH:46]=[CH:45][CH:44]=[CH:43][CH:42]=3)[CH2:48][CH2:49]1)=[O:15])[CH2:7][CH2:6][CH2:5]2. The catalyst class is: 59.